This data is from Reaction yield outcomes from USPTO patents with 853,638 reactions. The task is: Predict the reaction yield, written as a fraction of the theoretical maximum amount of product (1.0 means a 100% yield; for example, 0.34 means a 34% yield). (1) The reactants are [Cl-].O[NH3+:3].[C:4](=[O:7])([O-])[OH:5].[Na+].CS(C)=O.[Si]([O:20][CH2:21][C:22]([CH3:54])([CH3:53])[CH2:23][N:24]1[C:29](=[O:30])[C:28]([CH2:31][C:32]2[CH:37]=[CH:36][C:35]([C:38]3[C:39]([C:44]#[N:45])=[CH:40][CH:41]=[CH:42][CH:43]=3)=[CH:34][CH:33]=2)=[C:27]([CH2:46][CH2:47][CH3:48])[N:26]2[N:49]=[C:50]([CH3:52])[N:51]=[C:25]12)(C(C)(C)C)(C)C. The catalyst is O.C(OCC)(=O)C. The product is [OH:20][CH2:21][C:22]([CH3:53])([CH3:54])[CH2:23][N:24]1[C:29](=[O:30])[C:28]([CH2:31][C:32]2[CH:33]=[CH:34][C:35]([C:38]3[CH:43]=[CH:42][CH:41]=[CH:40][C:39]=3[C:44]3[NH:45][C:4](=[O:7])[O:5][N:3]=3)=[CH:36][CH:37]=2)=[C:27]([CH2:46][CH2:47][CH3:48])[N:26]2[N:49]=[C:50]([CH3:52])[N:51]=[C:25]12. The yield is 0.560. (2) The reactants are [CH3:1][O:2][C:3]([C:5]1[CH:6]=[C:7]([C:12]2[CH:17]=[CH:16][C:15]([CH3:18])=[CH:14][C:13]=2[F:19])[CH:8]=[C:9](I)[CH:10]=1)=[O:4].[CH:20]([N:23]1[C:27](B(O)O)=[CH:26][CH:25]=[N:24]1)([CH3:22])[CH3:21].CC([O-])=O.[K+].COCCOC. The catalyst is C1C=CC([P]([Pd]([P](C2C=CC=CC=2)(C2C=CC=CC=2)C2C=CC=CC=2)([P](C2C=CC=CC=2)(C2C=CC=CC=2)C2C=CC=CC=2)[P](C2C=CC=CC=2)(C2C=CC=CC=2)C2C=CC=CC=2)(C2C=CC=CC=2)C2C=CC=CC=2)=CC=1.O. The product is [CH3:1][O:2][C:3]([C:5]1[CH:6]=[C:7]([C:12]2[CH:17]=[CH:16][C:15]([CH3:18])=[CH:14][C:13]=2[F:19])[CH:8]=[C:9]([C:27]2[N:23]([CH:20]([CH3:22])[CH3:21])[N:24]=[CH:25][CH:26]=2)[CH:10]=1)=[O:4]. The yield is 0.552. (3) The reactants are [C:1]([NH:4][NH:5][C:6](=O)[CH2:7][O:8][C:9]1[CH:13]=[C:12]([CH2:14][CH2:15][C:16]([O:18][CH2:19][CH3:20])=[O:17])[N:11]([CH2:21][C:22]2[CH:27]=[CH:26][C:25]([Cl:28])=[CH:24][C:23]=2[Cl:29])[N:10]=1)(=[O:3])[CH3:2].O=P12OP3(OP(OP(O3)(O1)=O)(=O)O2)=O.C[Si](C)(C)O[Si](C)(C)C.C1(C)C=CC=CC=1. The catalyst is O. The product is [Cl:29][C:23]1[CH:24]=[C:25]([Cl:28])[CH:26]=[CH:27][C:22]=1[CH2:21][N:11]1[C:12]([CH2:14][CH2:15][C:16]([O:18][CH2:19][CH3:20])=[O:17])=[CH:13][C:9]([O:8][CH2:7][C:6]2[O:3][C:1]([CH3:2])=[N:4][N:5]=2)=[N:10]1. The yield is 0.690. (4) The reactants are Cl.[O:2]=[C:3]1[NH:12][C:11]2[N:10]=[CH:9][C:8](/[CH:13]=[CH:14]/[C:15]([OH:17])=O)=[CH:7][C:6]=2[CH2:5][CH2:4]1.BrC1C=[C:21]2[C:26](=[N:27][CH:28]=1)NC(=O)CC2.C1C=CC2N(O)N=NC=2C=1.CCN(C(C)C)C(C)C.N1CCC1.CCN=C=NCCCN(C)C. The catalyst is CN(C=O)C. The product is [N:27]1([C:15](=[O:17])/[CH:14]=[CH:13]/[C:8]2[CH:7]=[C:6]3[C:11](=[N:10][CH:9]=2)[NH:12][C:3](=[O:2])[CH2:4][CH2:5]3)[CH2:26][CH2:21][CH2:28]1. The yield is 0.620. (5) The reactants are [CH3:1][O:2][CH2:3][CH:4]([CH3:29])[O:5][C:6]1[CH:7]=[C:8]([O:18][C:19]2[CH:24]=[CH:23][C:22]([S:25]([CH3:28])(=[O:27])=[O:26])=[CH:21][CH:20]=2)[CH:9]=[C:10]2[C:14]=1[NH:13][C:12]([C:15]([NH2:17])=O)=[CH:11]2.COC1C=CC(P2(SP(C3C=CC(OC)=CC=3)(=S)S2)=[S:39])=CC=1.[C:52]([O:57][CH2:58][CH3:59])(=[O:56])[C:53]#[C:54][CH3:55].C(P(CCCC)CCCC)CCC. The catalyst is O1CCCC1. The product is [CH3:1][O:2][CH2:3][CH:4]([CH3:29])[O:5][C:6]1[CH:7]=[C:8]([O:18][C:19]2[CH:20]=[CH:21][C:22]([S:25]([CH3:28])(=[O:27])=[O:26])=[CH:23][CH:24]=2)[CH:9]=[C:10]2[C:14]=1[NH:13][C:12]([C:15]1[S:39][CH:54]([CH2:53][C:52]([O:57][CH2:58][CH3:59])=[O:56])[CH2:55][N:17]=1)=[CH:11]2. The yield is 0.460. (6) The reactants are CC(C)([O-])C.[K+].[C:7]([CH2:9]P(=O)(OCC)OCC)#[N:8].[CH:18]([CH:20]1[CH2:25][CH2:24][N:23]([C:26]([O:28][C:29]([CH3:32])([CH3:31])[CH3:30])=[O:27])[CH2:22][CH2:21]1)=O. The catalyst is O1CCCC1. The product is [C:7]([CH:9]=[CH:18][CH:20]1[CH2:25][CH2:24][N:23]([C:26]([O:28][C:29]([CH3:32])([CH3:31])[CH3:30])=[O:27])[CH2:22][CH2:21]1)#[N:8]. The yield is 0.920. (7) The reactants are [CH3:1][O:2][C:3]1[CH:4]=[C:5]([NH:13][C:14]2[N:15]=[CH:16][C:17]3[CH2:23][NH:22][CH2:21][CH2:20][C:18]=3[N:19]=2)[CH:6]=[C:7]([O:11][CH3:12])[C:8]=1[O:9][CH3:10].Cl.[C:25](Cl)(=[O:32])[C:26]1[CH:31]=[CH:30][N:29]=[CH:28][CH:27]=1.C(N(CC)C(C)C)(C)C. The catalyst is C1COCC1. The product is [C:25]([N:22]1[CH2:21][CH2:20][C:18]2[N:19]=[C:14]([NH:13][C:5]3[CH:6]=[C:7]([O:11][CH3:12])[C:8]([O:9][CH3:10])=[C:3]([O:2][CH3:1])[CH:4]=3)[N:15]=[CH:16][C:17]=2[CH2:23]1)(=[O:32])[C:26]1[CH:31]=[CH:30][N:29]=[CH:28][CH:27]=1. The yield is 0.910.